This data is from Full USPTO retrosynthesis dataset with 1.9M reactions from patents (1976-2016). The task is: Predict the reactants needed to synthesize the given product. (1) Given the product [NH2:23][C:20]1[N:21]=[CH:22][C:17]([C:3]2[CH:4]=[CH:5][C:6]([C:25]3[CH:30]=[CH:29][CH:28]=[CH:27][C:26]=3[S:31]([N:34]3[CH2:39][CH2:38][CH2:37][CH:36]([OH:40])[CH2:35]3)(=[O:33])=[O:32])=[CH:7][C:2]=2[F:1])=[N:18][CH:19]=1, predict the reactants needed to synthesize it. The reactants are: [F:1][C:2]1[CH:7]=[C:6](B2OC(C)(C)C(C)(C)O2)[CH:5]=[CH:4][C:3]=1[C:17]1[N:18]=[CH:19][C:20]([NH2:23])=[N:21][CH:22]=1.Br[C:25]1[CH:30]=[CH:29][CH:28]=[CH:27][C:26]=1[S:31]([N:34]1[CH2:39][CH2:38][CH2:37][CH:36]([OH:40])[CH2:35]1)(=[O:33])=[O:32]. (2) Given the product [CH3:1][C:2]1[CH:3]=[CH:4][C:5]([S:8]([O-:11])(=[O:10])=[O:9])=[CH:6][CH:7]=1.[CH3:1][C:2]1[CH:3]=[CH:4][C:5]([S:8]([O-:11])(=[O:10])=[O:9])=[CH:6][CH:7]=1.[CH3:24][N:25]1[C:29]2=[CH:30][C:31]3[C:32]([CH3:42])([CH3:41])[C:33](=[CH:38][CH:39]=[CH:21][CH:22]4[CH:17]=[CH2+:1][C:2]5[C:7](=[CH:6][CH:5]=[CH:4][CH:3]=5)[N:13]4[CH3:12])[N:34]([CH3:37])[C:35]=3[CH:36]=[C:28]2[C:27]([CH3:44])([CH3:43])[C:26]1=[CH:45][CH:46]=[CH:23][C:16]1[C:17]2[C:22](=[CH:21][CH:20]=[CH:19][CH:18]=2)[N+:13]([CH3:12])=[CH:14][CH:15]=1, predict the reactants needed to synthesize it. The reactants are: [CH3:1][C:2]1[CH:7]=[CH:6][C:5]([S:8]([O-:11])(=[O:10])=[O:9])=[CH:4][CH:3]=1.[CH3:12][N+:13]1[C:22]2[C:17](=[CH:18][CH:19]=[CH:20][CH:21]=2)[C:16]([CH3:23])=[CH:15][CH:14]=1.[CH3:24][N:25]1[C:29]2=[CH:30][C:31]3[C:32]([CH3:42])([CH3:41])[C:33](=[CH:38][CH:39]=O)[N:34]([CH3:37])[C:35]=3[CH:36]=[C:28]2[C:27]([CH3:44])([CH3:43])[C:26]1=[CH:45][CH:46]=O.